Dataset: Forward reaction prediction with 1.9M reactions from USPTO patents (1976-2016). Task: Predict the product of the given reaction. (1) Given the reactants Cl[CH2:2][CH2:3][CH2:4][N:5]1[C:10]2[CH:11]=[CH:12][CH:13]=[CH:14][C:9]=2[O:8][CH2:7][C:6]1=[O:15].C([O-])([O-])=O.[K+].[K+].[Na+].[I-].[CH2:24]([O:27][CH:28]1[CH2:33][CH2:32][NH:31][CH2:30][CH2:29]1)[CH2:25][CH3:26], predict the reaction product. The product is: [CH2:24]([O:27][CH:28]1[CH2:33][CH2:32][N:31]([CH2:2][CH2:3][CH2:4][N:5]2[C:10]3[CH:11]=[CH:12][CH:13]=[CH:14][C:9]=3[O:8][CH2:7][C:6]2=[O:15])[CH2:30][CH2:29]1)[CH2:25][CH3:26]. (2) Given the reactants ClC(Cl)(O[C:5](=[O:11])OC(Cl)(Cl)Cl)Cl.[C:13]([O:17][C:18]([N:20]1[CH2:23][CH:22]([N:24]2[C:28]3[N:29]=[C:30]([C:39]4[CH:44]=[CH:43][C:42]([NH2:45])=[CH:41][CH:40]=4)[N:31]=[C:32]([N:33]4[CH2:38][CH2:37][O:36][CH2:35][CH2:34]4)[C:27]=3[N:26]=[N:25]2)[CH2:21]1)=[O:19])([CH3:16])([CH3:15])[CH3:14].[NH2:46][C:47]1[CH:52]=[CH:51][N:50]=[CH:49][CH:48]=1.CCN(CC)CC, predict the reaction product. The product is: [N:33]1([C:32]2[C:27]3[N:26]=[N:25][N:24]([CH:22]4[CH2:23][N:20]([C:18]([O:17][C:13]([CH3:16])([CH3:14])[CH3:15])=[O:19])[CH2:21]4)[C:28]=3[N:29]=[C:30]([C:39]3[CH:40]=[CH:41][C:42]([NH:45][C:5](=[O:11])[NH:46][C:47]4[CH:52]=[CH:51][N:50]=[CH:49][CH:48]=4)=[CH:43][CH:44]=3)[N:31]=2)[CH2:34][CH2:35][O:36][CH2:37][CH2:38]1. (3) Given the reactants [NH2:1][C:2]1[CH:7]=[CH:6][C:5]([C:8]2[CH:15]3[CH:11]([CH2:12][CH2:13][CH2:14]3)[C:10](=[O:16])[C:9]=2[Br:17])=[CH:4][CH:3]=1.C(N([CH2:25][CH3:26])C(C)C)(C)C.[S:27](Cl)(Cl)(=[O:29])=[O:28], predict the reaction product. The product is: [Br:17][C:9]1[C:10](=[O:16])[CH:11]2[CH:15]([CH2:14][CH2:13][CH2:12]2)[C:8]=1[C:5]1[CH:4]=[CH:3][C:2]([NH:1][S:27]([CH2:25][CH3:26])(=[O:29])=[O:28])=[CH:7][CH:6]=1. (4) Given the reactants [Cl:1][C:2]1[CH:3]=[C:4]([C:9]2[N:14]=[C:13]([OH:15])[CH:12]=[C:11]([CH:16]([CH3:18])[CH3:17])[N:10]=2)[CH:5]=[C:6]([Cl:8])[CH:7]=1.[Br-].Br[CH2:21][C:22]1[CH:31]=[CH:30][C:25]([C:26]([O:28]C)=[O:27])=[CH:24][CH:23]=1, predict the reaction product. The product is: [Cl:8][C:6]1[CH:5]=[C:4]([C:9]2[N:14]=[C:13]([O:15][CH2:21][C:22]3[CH:31]=[CH:30][C:25]([C:26]([OH:28])=[O:27])=[CH:24][CH:23]=3)[CH:12]=[C:11]([CH:16]([CH3:18])[CH3:17])[N:10]=2)[CH:3]=[C:2]([Cl:1])[CH:7]=1. (5) Given the reactants [CH3:1][O:2][C:3]([C:5]1[N:6]=[C:7](Br)[C:8]2[C:13]([C:14]=1[OH:15])=[C:12]([O:16][C:17]1[CH:22]=[CH:21][CH:20]=[CH:19][CH:18]=1)[CH:11]=[CH:10][CH:9]=2)=[O:4].[C:24]([Cu])#[N:25], predict the reaction product. The product is: [CH3:1][O:2][C:3]([C:5]1[N:6]=[C:7]([C:24]#[N:25])[C:8]2[C:13]([C:14]=1[OH:15])=[C:12]([O:16][C:17]1[CH:22]=[CH:21][CH:20]=[CH:19][CH:18]=1)[CH:11]=[CH:10][CH:9]=2)=[O:4].